This data is from Drug-target binding data from BindingDB using Ki measurements. The task is: Regression. Given a target protein amino acid sequence and a drug SMILES string, predict the binding affinity score between them. We predict pKi (pKi = -log10(Ki in M); higher means stronger inhibition). Dataset: bindingdb_ki. The drug is CN(C)CCOC1=Cc2ccccc2Sc2ccc(Cl)cc21. The target is MLLARMKPQVQPELGGADQ. The pKi is 6.0.